This data is from NCI-60 drug combinations with 297,098 pairs across 59 cell lines. The task is: Regression. Given two drug SMILES strings and cell line genomic features, predict the synergy score measuring deviation from expected non-interaction effect. (1) Drug 1: CC12CCC(CC1=CCC3C2CCC4(C3CC=C4C5=CN=CC=C5)C)O. Cell line: SK-MEL-5. Synergy scores: CSS=34.5, Synergy_ZIP=-5.50, Synergy_Bliss=-7.33, Synergy_Loewe=-47.0, Synergy_HSA=-8.28. Drug 2: CC1=C(C(=O)C2=C(C1=O)N3CC4C(C3(C2COC(=O)N)OC)N4)N. (2) Drug 1: CCC1(CC2CC(C3=C(CCN(C2)C1)C4=CC=CC=C4N3)(C5=C(C=C6C(=C5)C78CCN9C7C(C=CC9)(C(C(C8N6C=O)(C(=O)OC)O)OC(=O)C)CC)OC)C(=O)OC)O.OS(=O)(=O)O. Drug 2: CCN(CC)CCNC(=O)C1=C(NC(=C1C)C=C2C3=C(C=CC(=C3)F)NC2=O)C. Cell line: HCT-15. Synergy scores: CSS=6.00, Synergy_ZIP=1.84, Synergy_Bliss=3.95, Synergy_Loewe=-4.09, Synergy_HSA=-3.79. (3) Drug 1: C1=C(C(=O)NC(=O)N1)F. Drug 2: CCCS(=O)(=O)NC1=C(C(=C(C=C1)F)C(=O)C2=CNC3=C2C=C(C=N3)C4=CC=C(C=C4)Cl)F. Cell line: MDA-MB-231. Synergy scores: CSS=11.9, Synergy_ZIP=0.685, Synergy_Bliss=-1.60, Synergy_Loewe=-5.57, Synergy_HSA=-3.27. (4) Synergy scores: CSS=4.02, Synergy_ZIP=-3.39, Synergy_Bliss=-5.13, Synergy_Loewe=-2.28, Synergy_HSA=-4.20. Drug 1: CC1=C(C=C(C=C1)NC(=O)C2=CC=C(C=C2)CN3CCN(CC3)C)NC4=NC=CC(=N4)C5=CN=CC=C5. Drug 2: CC12CCC3C(C1CCC2OP(=O)(O)O)CCC4=C3C=CC(=C4)OC(=O)N(CCCl)CCCl.[Na+]. Cell line: OVCAR-8. (5) Drug 1: CCC(=C(C1=CC=CC=C1)C2=CC=C(C=C2)OCCN(C)C)C3=CC=CC=C3.C(C(=O)O)C(CC(=O)O)(C(=O)O)O. Drug 2: COC1=NC(=NC2=C1N=CN2C3C(C(C(O3)CO)O)O)N. Cell line: NCI/ADR-RES. Synergy scores: CSS=-1.25, Synergy_ZIP=0.119, Synergy_Bliss=-0.0945, Synergy_Loewe=-3.07, Synergy_HSA=-3.23. (6) Drug 1: C1=CC(=C2C(=C1NCCNCCO)C(=O)C3=C(C=CC(=C3C2=O)O)O)NCCNCCO. Drug 2: C1=CC=C(C(=C1)C(C2=CC=C(C=C2)Cl)C(Cl)Cl)Cl. Cell line: NCI-H322M. Synergy scores: CSS=25.2, Synergy_ZIP=6.80, Synergy_Bliss=8.48, Synergy_Loewe=-43.2, Synergy_HSA=8.18. (7) Drug 1: COC1=C(C=C2C(=C1)N=CN=C2NC3=CC(=C(C=C3)F)Cl)OCCCN4CCOCC4. Drug 2: C(=O)(N)NO. Cell line: KM12. Synergy scores: CSS=-2.26, Synergy_ZIP=-5.72, Synergy_Bliss=-12.9, Synergy_Loewe=-23.7, Synergy_HSA=-11.3. (8) Drug 1: C1CC(C1)(C(=O)O)C(=O)O.[NH2-].[NH2-].[Pt+2]. Drug 2: C1CCC(C(C1)N)N.C(=O)(C(=O)[O-])[O-].[Pt+4]. Cell line: OVCAR-4. Synergy scores: CSS=17.3, Synergy_ZIP=-0.673, Synergy_Bliss=4.98, Synergy_Loewe=0.665, Synergy_HSA=4.46. (9) Drug 1: C1=CC=C(C(=C1)C(C2=CC=C(C=C2)Cl)C(Cl)Cl)Cl. Drug 2: CC1CCC2CC(C(=CC=CC=CC(CC(C(=O)C(C(C(=CC(C(=O)CC(OC(=O)C3CCCCN3C(=O)C(=O)C1(O2)O)C(C)CC4CCC(C(C4)OC)O)C)C)O)OC)C)C)C)OC. Cell line: UACC62. Synergy scores: CSS=12.5, Synergy_ZIP=-1.61, Synergy_Bliss=1.98, Synergy_Loewe=-10.9, Synergy_HSA=0.807.